The task is: Predict the reaction yield, written as a fraction of the theoretical maximum amount of product (1.0 means a 100% yield; for example, 0.34 means a 34% yield).. This data is from Reaction yield outcomes from USPTO patents with 853,638 reactions. The catalyst is C(Cl)Cl. The yield is 0.460. The product is [CH2:1]([O:5][C:6]1[CH:11]=[CH:10][C:9]([S:13]([Cl:12])(=[O:15])=[O:14])=[CH:8][CH:7]=1)[CH2:2][CH2:3][CH3:4]. The reactants are [CH2:1]([O:5][C:6]1[CH:11]=[CH:10][CH:9]=[CH:8][CH:7]=1)[CH2:2][CH2:3][CH3:4].[Cl:12][S:13](O)(=[O:15])=[O:14].